Dataset: Forward reaction prediction with 1.9M reactions from USPTO patents (1976-2016). Task: Predict the product of the given reaction. (1) Given the reactants [Cl:1][C:2]1[S:6][C:5]([CH2:7][N:8]2[C:12]3=[N:13][CH:14]=[CH:15][CH:16]=[C:11]3[C:10]([CH:17]3[CH2:22][CH2:21][NH:20][CH2:19][CH2:18]3)=[CH:9]2)=[CH:4][CH:3]=1.Cl[CH2:24][CH2:25][O:26][C:27]1[CH:36]=[CH:35][CH:34]=[CH:33][C:28]=1[C:29]([O:31][CH3:32])=[O:30], predict the reaction product. The product is: [CH3:32][O:31][C:29](=[O:30])[C:28]1[CH:33]=[CH:34][CH:35]=[CH:36][C:27]=1[O:26][CH2:25][CH2:24][N:20]1[CH2:19][CH2:18][CH:17]([C:10]2[C:11]3[C:12](=[N:13][CH:14]=[CH:15][CH:16]=3)[N:8]([CH2:7][C:5]3[S:6][C:2]([Cl:1])=[CH:3][CH:4]=3)[CH:9]=2)[CH2:22][CH2:21]1. (2) Given the reactants Cl[C:2]1[N:7]=[CH:6][NH:5][C:4]2=[N:8][CH:9]=[CH:10][C:3]=12.[CH3:11][C:12]1[O:16][N:15]=[C:14]([CH2:17][NH2:18])[CH:13]=1.CCN(C(C)C)C(C)C, predict the reaction product. The product is: [CH3:11][C:12]1[O:16][N:15]=[C:14]([CH2:17][NH:18][C:2]2[C:3]3[CH:10]=[CH:9][NH:8][C:4]=3[N:5]=[CH:6][N:7]=2)[CH:13]=1. (3) Given the reactants [O:1]1[CH2:3][C@@H:2]1[C@@H:4]([NH:12][C:13](=[O:19])[O:14][C:15]([CH3:18])([CH3:17])[CH3:16])[CH2:5][C:6]1[CH:11]=[CH:10][CH:9]=[CH:8][CH:7]=1.[C:20](OCC)(=O)[CH2:21][C:22]([O:24][CH2:25][CH3:26])=[O:23].CC[O-:33].[Na+], predict the reaction product. The product is: [C:15]([O:14][C:13]([NH:12][C@H:4]([C@@H:2]1[O:1][C:3](=[O:33])[CH:21]([C:22]([O:24][CH2:25][CH3:26])=[O:23])[CH2:20]1)[CH2:5][C:6]1[CH:7]=[CH:8][CH:9]=[CH:10][CH:11]=1)=[O:19])([CH3:16])([CH3:17])[CH3:18]. (4) Given the reactants CCN(C(C)C)C(C)C.[C:10]1([C:16]2[NH:20][N:19]=[C:18]([C:21]([NH:23][CH2:24][C:25]([OH:27])=O)=[O:22])[CH:17]=2)[CH:15]=[CH:14][CH:13]=[CH:12][CH:11]=1.C1C=CC2N(O)N=NC=2C=1.CCN=C=NCCCN(C)C.Cl.FC(F)(F)C(O)=O.[F:57][C:58]([F:73])([F:72])[C:59]1[CH:71]=[CH:70][CH:69]=[CH:68][C:60]=1[O:61][CH:62]1[CH2:67][CH2:66][NH:65][CH2:64][CH2:63]1, predict the reaction product. The product is: [O:27]=[C:25]([N:65]1[CH2:64][CH2:63][CH:62]([O:61][C:60]2[CH:68]=[CH:69][CH:70]=[CH:71][C:59]=2[C:58]([F:57])([F:72])[F:73])[CH2:67][CH2:66]1)[CH2:24][NH:23][C:21]([C:18]1[CH:17]=[C:16]([C:10]2[CH:11]=[CH:12][CH:13]=[CH:14][CH:15]=2)[NH:20][N:19]=1)=[O:22]. (5) Given the reactants [CH:1]1([CH2:4][NH:5][CH2:6][C:7]2[NH:8][C:9](=[O:17])[C:10]3[CH2:16][O:15][CH2:14][CH2:13][C:11]=3[N:12]=2)[CH2:3][CH2:2]1.[F:18][C:19]1[CH:36]=[CH:35][C:22]([C:23]([CH:25]2[CH2:30][CH2:29][N:28]([CH2:31][C:32](O)=[O:33])[CH2:27][CH2:26]2)=[O:24])=[CH:21][CH:20]=1, predict the reaction product. The product is: [CH:1]1([CH2:4][N:5]([CH2:6][C:7]2[NH:8][C:9](=[O:17])[C:10]3[CH2:16][O:15][CH2:14][CH2:13][C:11]=3[N:12]=2)[C:32](=[O:33])[CH2:31][N:28]2[CH2:29][CH2:30][CH:25]([C:23](=[O:24])[C:22]3[CH:21]=[CH:20][C:19]([F:18])=[CH:36][CH:35]=3)[CH2:26][CH2:27]2)[CH2:3][CH2:2]1. (6) Given the reactants [Br:1][C:2]1[CH:7]=[CH:6][C:5]([C:8](=O)/[CH:9]=[CH:10]/[N:11](C)C)=[C:4]([N+:15]([O-:17])=[O:16])[CH:3]=1.Cl.[CH:19]1([NH:24]N)[CH2:23][CH2:22][CH2:21][CH2:20]1.O.C(OCC)(=O)C.[OH-].[Na+], predict the reaction product. The product is: [Br:1][C:2]1[CH:7]=[CH:6][C:5]([C:8]2[N:24]([CH:19]3[CH2:23][CH2:22][CH2:21][CH2:20]3)[N:11]=[CH:10][CH:9]=2)=[C:4]([N+:15]([O-:17])=[O:16])[CH:3]=1. (7) The product is: [CH:1]1([N:4]2[C:13]3[C:8](=[CH:9][C:10]([F:15])=[C:11]([F:14])[CH:12]=3)[C:7](=[O:16])[C:6]([C:17]([O:19][CH2:22][CH2:23][N:24]([CH3:26])[CH3:25])=[O:18])=[CH:5]2)[CH2:2][CH2:3]1. Given the reactants [CH:1]1([N:4]2[C:13]3[C:8](=[CH:9][C:10]([F:15])=[C:11]([F:14])[CH:12]=3)[C:7](=[O:16])[C:6]([C:17]([OH:19])=[O:18])=[CH:5]2)[CH2:3][CH2:2]1.Cl.Cl[CH2:22][CH2:23][N:24]([CH3:26])[CH3:25].C(=O)([O-])[O-].[Cs+].[Cs+], predict the reaction product.